Dataset: Reaction yield outcomes from USPTO patents with 853,638 reactions. Task: Predict the reaction yield, written as a fraction of the theoretical maximum amount of product (1.0 means a 100% yield; for example, 0.34 means a 34% yield). (1) The reactants are [Cl:1][C:2]1[C:7]([O:8][CH3:9])=[CH:6][C:5]([O:10][CH3:11])=[CH:4][C:3]=1[C:12]1[C:23](=[O:24])[N:22]([CH2:25][CH2:26][CH2:27][N:28]2[CH2:33][CH2:32][NH:31][CH2:30][CH2:29]2)[C:15]2[N:16]=[C:17]([NH:20][CH3:21])[N:18]=[CH:19][C:14]=2[CH:13]=1.[C:34](Cl)(=[O:37])[CH:35]=[CH2:36]. The catalyst is C(Cl)Cl. The product is [C:34]([N:31]1[CH2:32][CH2:33][N:28]([CH2:27][CH2:26][CH2:25][N:22]2[C:15]3[N:16]=[C:17]([NH:20][CH3:21])[N:18]=[CH:19][C:14]=3[CH:13]=[C:12]([C:3]3[CH:4]=[C:5]([O:10][CH3:11])[CH:6]=[C:7]([O:8][CH3:9])[C:2]=3[Cl:1])[C:23]2=[O:24])[CH2:29][CH2:30]1)(=[O:37])[CH:35]=[CH2:36]. The yield is 0.680. (2) The reactants are Cl[C:2]1[C:7]([C:8]2[C:17]3[C:12](=[CH:13][CH:14]=[CH:15][CH:16]=3)[NH:11][C:10](=[O:18])[CH:9]=2)=[CH:6][CH:5]=[CH:4][N:3]=1.C1(P(C2CCCCC2)C2C=CC=CC=2C2C(C(C)C)=CC(C(C)C)=CC=2C(C)C)CCCCC1.[Br-].[CH3:54][C:55]1[N:60]=[C:59]([Zn+])[CH:58]=[CH:57][CH:56]=1. The catalyst is C1C=CC(/C=C/C(/C=C/C2C=CC=CC=2)=O)=CC=1.C1C=CC(/C=C/C(/C=C/C2C=CC=CC=2)=O)=CC=1.C1C=CC(/C=C/C(/C=C/C2C=CC=CC=2)=O)=CC=1.[Pd].[Pd]. The product is [CH3:54][C:55]1[N:60]=[C:59]([C:2]2[C:7]([C:8]3[C:17]4[C:12](=[CH:13][CH:14]=[CH:15][CH:16]=4)[NH:11][C:10](=[O:18])[CH:9]=3)=[CH:6][CH:5]=[CH:4][N:3]=2)[CH:58]=[CH:57][CH:56]=1. The yield is 0.310. (3) The reactants are [NH2:1][CH2:2][CH:3]([OH:6])[CH2:4][OH:5].[C:7]1(C)[CH:12]=CC(S(O)(=O)=O)=C[CH:8]=1. The catalyst is C(OC(C)=O)C.Cl.COC(OC)(C)C. The product is [CH3:8][C:7]1([CH3:12])[O:6][CH:3]([CH2:2][NH2:1])[CH2:4][O:5]1. The yield is 0.460. (4) The reactants are CO[C:3](=[O:37])[C:4]1[CH:9]=[CH:8][C:7]([CH2:10][N:11]2[CH:16]=[CH:15][C:14]([C:17]3[C:26]4[C:21](=[CH:22][C:23]([O:32][CH3:33])=[C:24]5[O:29][C:28]([CH3:31])([CH3:30])[CH2:27][C:25]5=4)[CH2:20][C:19]([CH3:35])([CH3:34])[N:18]=3)=[CH:13][C:12]2=[O:36])=[CH:6][CH:5]=1.[NH2:38][CH2:39][CH2:40][OH:41]. The catalyst is C1(C)C(C)=CC=CC=1. The product is [OH:41][CH2:40][CH2:39][NH:38][C:3](=[O:37])[C:4]1[CH:5]=[CH:6][C:7]([CH2:10][N:11]2[CH:16]=[CH:15][C:14]([C:17]3[C:26]4[C:21](=[CH:22][C:23]([O:32][CH3:33])=[C:24]5[O:29][C:28]([CH3:31])([CH3:30])[CH2:27][C:25]5=4)[CH2:20][C:19]([CH3:35])([CH3:34])[N:18]=3)=[CH:13][C:12]2=[O:36])=[CH:8][CH:9]=1. The yield is 0.580. (5) The reactants are [F:1][C:2]1[CH:7]=[C:6]([I:8])[CH:5]=[CH:4][C:3]=1[NH:9][C:10]1[N:11]([CH3:27])[C:12](=[O:26])[C:13]([CH3:25])=[CH:14][C:15]=1[C:16]([NH:18][O:19][CH2:20][CH2:21][O:22]C=C)=[O:17].Cl.[OH-].[Na+]. The catalyst is C(O)C.CCOC(C)=O.O. The product is [F:1][C:2]1[CH:7]=[C:6]([I:8])[CH:5]=[CH:4][C:3]=1[NH:9][C:10]1[N:11]([CH3:27])[C:12](=[O:26])[C:13]([CH3:25])=[CH:14][C:15]=1[C:16]([NH:18][O:19][CH2:20][CH2:21][OH:22])=[O:17]. The yield is 0.760. (6) The reactants are Br[C:2]1[CH:7]=[CH:6][C:5]2[C:8]3([CH2:23][O:24][C:4]=2[CH:3]=1)[C:16]1[C:11](=[CH:12][CH:13]=[CH:14][CH:15]=1)[N:10]([CH2:17][CH2:18][CH2:19][CH2:20][CH3:21])[C:9]3=[O:22]. The catalyst is CO.C(OCC)(=O)C.[Pd]. The product is [CH2:17]([N:10]1[C:11]2[C:16](=[CH:15][CH:14]=[CH:13][CH:12]=2)[C:8]2([C:5]3[CH:6]=[CH:7][CH:2]=[CH:3][C:4]=3[O:24][CH2:23]2)[C:9]1=[O:22])[CH2:18][CH2:19][CH2:20][CH3:21]. The yield is 0.970. (7) The reactants are [C:9](O[C:9]([O:11][C:12]([CH3:15])([CH3:14])[CH3:13])=[O:10])([O:11][C:12]([CH3:15])([CH3:14])[CH3:13])=[O:10].[NH2:16][C:17]1[CH:22]=[CH:21][CH:20]=[C:19]([Br:23])[N:18]=1.C(N(CC)CC)C.O. The catalyst is ClCCl.CN(C)C1C=CN=CC=1. The product is [Br:23][C:19]1[N:18]=[C:17]([NH:16][C:9](=[O:10])[O:11][C:12]([CH3:13])([CH3:14])[CH3:15])[CH:22]=[CH:21][CH:20]=1. The yield is 0.500.